This data is from Retrosynthesis with 50K atom-mapped reactions and 10 reaction types from USPTO. The task is: Predict the reactants needed to synthesize the given product. (1) Given the product CC(C)[Si](OC[C@@H](C)OC[C@H](Oc1ncnc2c1cnn2-c1ccccc1Cl)C(=O)Nc1ccccn1)(C(C)C)C(C)C, predict the reactants needed to synthesize it. The reactants are: CC(C)[Si](OC[C@@H](C)OC[C@H](O)C(=O)Nc1ccccn1)(C(C)C)C(C)C.Clc1ccccc1-n1ncc2c(Cl)ncnc21. (2) Given the product C[C@@H](C1CCCCC1)N1CC[C@](CCCN=[N+]=[N-])(c2ccc(F)cc2)OC1=O, predict the reactants needed to synthesize it. The reactants are: C[C@@H](C1CCCCC1)N1CC[C@](CCCOS(C)(=O)=O)(c2ccc(F)cc2)OC1=O.[N-]=[N+]=[N-]. (3) The reactants are: CC(C)(C)OC(=O)N1CCC(COc2ccc(-c3ccc(S(C)(=O)=O)cc3)nc2)CC1. Given the product O=C(O)C(F)(F)F, predict the reactants needed to synthesize it. (4) Given the product CCOC(=O)CN(Cc1ccc(OC)cc1OC)Cc1cc(Br)ccc1C(=O)OCC, predict the reactants needed to synthesize it. The reactants are: CCOC(=O)CNCc1ccc(OC)cc1OC.CCOC(=O)c1ccc(Br)cc1CBr. (5) The reactants are: CNC.Cn1ncc(/C=C/C(=O)Nc2ccc(CC(=O)O)cc2)c1-c1ccc(F)cc1. Given the product CN(C)C(=O)Cc1ccc(NC(=O)/C=C/c2cnn(C)c2-c2ccc(F)cc2)cc1, predict the reactants needed to synthesize it. (6) Given the product O=C(O)c1ncn(C2CCCN(C(=O)OCc3ccccc3)C2)c1-c1ccccc1, predict the reactants needed to synthesize it. The reactants are: COC(=O)c1ncn(C2CCCN(C(=O)OCc3ccccc3)C2)c1-c1ccccc1. (7) Given the product COc1ccc2c(c1)C=C(c1ocnc1C(=O)N1CCOCC1)Cn1c-2c(C2CCCCC2)c2ccc(C(=O)OC(C)(C)C)cc21, predict the reactants needed to synthesize it. The reactants are: C1COCCN1.COc1ccc2c(c1)C=C(c1ocnc1C(=O)O)Cn1c-2c(C2CCCCC2)c2ccc(C(=O)OC(C)(C)C)cc21. (8) Given the product C[C@@H]1CN(Cc2c(Cl)cccc2C(F)(F)F)C[C@]1(CC(=O)O)C(=O)NC1CCN(CC2=CCCCC2)CC1, predict the reactants needed to synthesize it. The reactants are: C[C@@H]1CN(Cc2c(Cl)cccc2C(F)(F)F)C[C@]1(CC(=O)O)C(=O)NC1CCNCC1.O=CC1=CCCCC1. (9) Given the product COc1ccc(C=O)cc1-c1ccncc1, predict the reactants needed to synthesize it. The reactants are: Brc1ccncc1.COc1ccc(C=O)cc1B(O)O.